Dataset: Catalyst prediction with 721,799 reactions and 888 catalyst types from USPTO. Task: Predict which catalyst facilitates the given reaction. (1) Reactant: Cl.Cl.[N:3]1[CH:8]=[CH:7][CH:6]=[CH:5][C:4]=1[C:9]1([NH2:12])[CH2:11][CH2:10]1.C(N(C(C)C)CC)(C)C.[F:22][C:23]1[C:24]2[N:25]([N:47]=[C:48]([C:54]3[CH:59]=[CH:58][C:57]([F:60])=[CH:56][CH:55]=3)[C:49]=2[C:50](=[O:53])[NH:51][CH3:52])[CH:26]=[CH:27][C:28]=1[C:29]1[C:30]([CH3:46])=[N:31][C:32]([O:38][CH2:39][CH:40]2[CH2:45][CH2:44][O:43][CH2:42][CH2:41]2)=[C:33]([CH:37]=1)[C:34]([OH:36])=[O:35].CN(C(ON1N=NC2C=CC=NC1=2)=[N+](C)C)C.F[P-](F)(F)(F)(F)F. Product: [C:34]([O-:36])(=[O:35])[CH3:33].[NH4+:3].[F:22][C:23]1[C:24]2[N:25]([N:47]=[C:48]([C:54]3[CH:59]=[CH:58][C:57]([F:60])=[CH:56][CH:55]=3)[C:49]=2[C:50]([NH:51][CH3:52])=[O:53])[CH:26]=[CH:27][C:28]=1[C:29]1[C:30]([CH3:46])=[N:31][C:32]([O:38][CH2:39][CH:40]2[CH2:41][CH2:42][O:43][CH2:44][CH2:45]2)=[C:33]([C:34](=[O:35])[NH:12][C:9]2([C:4]3[CH:5]=[CH:6][CH:7]=[CH:8][N:3]=3)[CH2:11][CH2:10]2)[CH:37]=1. The catalyst class is: 3. (2) Reactant: [C:1]([O:5][C:6]([NH:8][CH2:9][C:10]1[N:11]([CH2:34][CH:35]([CH3:37])[CH3:36])[C:12](=[O:33])[C:13]2[C:18]([C:19]=1[C:20]1[CH:25]=[CH:24][CH:23]=[CH:22][CH:21]=1)=[CH:17][C:16]([CH2:26][CH2:27][C:28]([O:30]CC)=[O:29])=[CH:15][CH:14]=2)=[O:7])([CH3:4])([CH3:3])[CH3:2].[OH-].[Na+].O.Cl. Product: [C:1]([O:5][C:6]([NH:8][CH2:9][C:10]1[N:11]([CH2:34][CH:35]([CH3:37])[CH3:36])[C:12](=[O:33])[C:13]2[C:18]([C:19]=1[C:20]1[CH:21]=[CH:22][CH:23]=[CH:24][CH:25]=1)=[CH:17][C:16]([CH2:26][CH2:27][C:28]([OH:30])=[O:29])=[CH:15][CH:14]=2)=[O:7])([CH3:4])([CH3:3])[CH3:2]. The catalyst class is: 214. (3) Reactant: [CH2:1]([N:3]1[CH:7]=[C:6]([C:8]2[CH:9]=[C:10]([CH:12]=[CH:13][CH:14]=2)[NH2:11])[C:5]([C:15]2[CH:20]=[CH:19][N:18]=[CH:17][CH:16]=2)=[N:4]1)[CH3:2].[F:21][C:22]1[CH:27]=[CH:26][CH:25]=[C:24]([N:28]=[C:29]=[O:30])[CH:23]=1. Product: [CH2:1]([N:3]1[CH:7]=[C:6]([C:8]2[CH:9]=[C:10]([NH:11][C:29]([NH:28][C:24]3[CH:25]=[CH:26][CH:27]=[C:22]([F:21])[CH:23]=3)=[O:30])[CH:12]=[CH:13][CH:14]=2)[C:5]([C:15]2[CH:16]=[CH:17][N:18]=[CH:19][CH:20]=2)=[N:4]1)[CH3:2]. The catalyst class is: 2.